Dataset: Reaction yield outcomes from USPTO patents with 853,638 reactions. Task: Predict the reaction yield, written as a fraction of the theoretical maximum amount of product (1.0 means a 100% yield; for example, 0.34 means a 34% yield). (1) The reactants are Cl[C:2]1[O:6][N:5]=[C:4]([C:7]2[CH:12]=[CH:11][CH:10]=[CH:9][CH:8]=2)[C:3]=1[C:13]1[O:17][C:16]([C:18]2[CH:23]=[CH:22][C:21]([N:24]3[CH2:29][CH2:28][O:27][CH2:26][CH2:25]3)=[CH:20][C:19]=2[O:30][CH3:31])=[N:15][N:14]=1.[CH2:32]([NH2:34])[CH3:33].C(=O)([O-])[O-].[K+].[K+]. No catalyst specified. The product is [CH2:32]([NH:34][C:2]1[O:6][N:5]=[C:4]([C:7]2[CH:12]=[CH:11][CH:10]=[CH:9][CH:8]=2)[C:3]=1[C:13]1[O:17][C:16]([C:18]2[CH:23]=[CH:22][C:21]([N:24]3[CH2:29][CH2:28][O:27][CH2:26][CH2:25]3)=[CH:20][C:19]=2[O:30][CH3:31])=[N:15][N:14]=1)[CH3:33]. The yield is 0.860. (2) The reactants are C(OC([NH:8][C:9]1[CH:14]=[CH:13][C:12]([N:15]2[C:24](=[O:25])[C:23]3[C:18](=[CH:19][CH:20]=[CH:21][CH:22]=3)[NH:17][C:16]2=[O:26])=[CH:11][CH:10]=1)=O)(C)(C)C.[C:27]([OH:33])([C:29]([F:32])([F:31])[F:30])=[O:28]. The catalyst is C(Cl)Cl. The product is [F:30][C:29]([F:32])([F:31])[C:27]([OH:33])=[O:28].[NH2:8][C:9]1[CH:14]=[CH:13][C:12]([N:15]2[C:24](=[O:25])[C:23]3[C:18](=[CH:19][CH:20]=[CH:21][CH:22]=3)[NH:17][C:16]2=[O:26])=[CH:11][CH:10]=1. The yield is 0.990. (3) The reactants are [NH:1]1[C:5](/[CH:6]=[CH:7]/[C:8]([OH:10])=O)=[CH:4][N:3]=[CH:2]1.CN(C(ON1N=NC2C=CC=NC1=2)=[N+](C)C)C.F[P-](F)(F)(F)(F)F.Cl.[CH3:36][O:37][C:38]1[C:43]2[NH:44][C:45]([C:47]3[S:48][CH:49]=[CH:50][CH:51]=3)=[N:46][C:42]=2[C:41]([NH2:52])=[CH:40][CH:39]=1.CCN(C(C)C)C(C)C. The catalyst is C1COCC1.O. The product is [NH:1]1[C:5](/[CH:6]=[CH:7]/[C:8]([NH:52][C:41]2[C:42]3[N:46]=[C:45]([C:47]4[S:48][CH:49]=[CH:50][CH:51]=4)[NH:44][C:43]=3[C:38]([O:37][CH3:36])=[CH:39][CH:40]=2)=[O:10])=[CH:4][N:3]=[CH:2]1. The yield is 0.870. (4) The reactants are C([O:8][N:9]1[C:15](=[O:16])[N:14]2[CH2:17][C@H:10]1[CH2:11][CH2:12][C@H:13]2[C:18]([NH:20][O:21][CH2:22][CH2:23][O:24][CH:25]1[CH2:30][CH2:29][N:28]([C:31]([O:33][C:34]([CH3:37])([CH3:36])[CH3:35])=[O:32])[CH2:27][CH2:26]1)=[O:19])C1C=CC=CC=1. The catalyst is CO.[Pd]. The product is [OH:8][N:9]1[C:15](=[O:16])[N:14]2[CH2:17][C@H:10]1[CH2:11][CH2:12][C@H:13]2[C:18]([NH:20][O:21][CH2:22][CH2:23][O:24][CH:25]1[CH2:30][CH2:29][N:28]([C:31]([O:33][C:34]([CH3:37])([CH3:36])[CH3:35])=[O:32])[CH2:27][CH2:26]1)=[O:19]. The yield is 0.990. (5) The reactants are ClC(Cl)C(O)=O.N[C:8]1[N:9]([C:28]2[C:37]3[C:32](=[CH:33][CH:34]=[C:35]([O:38][CH3:39])[CH:36]=3)[C:31]([CH3:40])=[CH:30][CH:29]=2)[C:10]([S:13][CH2:14][C:15]([NH:17][C:18]2[CH:26]=[CH:25][C:21]([C:22]([OH:24])=[O:23])=[CH:20][C:19]=2[Cl:27])=[O:16])=[N:11][N:12]=1.N([O-])=O.[Na+].[Br:45]CBr. The catalyst is [Br-].C([N+](CC)(CC)CC)C1C=CC=CC=1. The product is [Br:45][C:8]1[N:9]([C:28]2[C:37]3[C:32](=[CH:33][CH:34]=[C:35]([O:38][CH3:39])[CH:36]=3)[C:31]([CH3:40])=[CH:30][CH:29]=2)[C:10]([S:13][CH2:14][C:15]([NH:17][C:18]2[CH:26]=[CH:25][C:21]([C:22]([OH:24])=[O:23])=[CH:20][C:19]=2[Cl:27])=[O:16])=[N:11][N:12]=1. The yield is 0.240. (6) The reactants are Cl[CH2:2][C:3]1[CH:4]=[CH:5][C:6]([OH:12])=[C:7]([C:9](=[O:11])[CH3:10])[CH:8]=1.[CH3:13][NH:14][CH3:15]. The yield is 0.920. The catalyst is C1COCC1. The product is [CH3:13][N:14]([CH2:2][C:3]1[CH:4]=[CH:5][C:6]([OH:12])=[C:7]([C:9](=[O:11])[CH3:10])[CH:8]=1)[CH3:15]. (7) The reactants are C([O:5][C:6](=[O:35])[C:7]1[CH:12]=[CH:11][C:10]([CH2:13][N:14]2[CH:23]=[C:22]([CH3:24])[C:21]3[C:16](=[CH:17][C:18]([C:25]#[C:26][CH2:27][C:28]4[CH:33]=[CH:32][CH:31]=[CH:30][CH:29]=4)=[CH:19][CH:20]=3)[C:15]2=[O:34])=[CH:9][CH:8]=1)(C)(C)C. The catalyst is FC(CC(O)=O)(F)F. The product is [CH3:24][C:22]1[C:21]2[C:16](=[CH:17][C:18]([C:25]#[C:26][CH2:27][C:28]3[CH:33]=[CH:32][CH:31]=[CH:30][CH:29]=3)=[CH:19][CH:20]=2)[C:15](=[O:34])[N:14]([CH2:13][C:10]2[CH:9]=[CH:8][C:7]([C:6]([OH:35])=[O:5])=[CH:12][CH:11]=2)[CH:23]=1. The yield is 0.152.